From a dataset of Peptide-MHC class I binding affinity with 185,985 pairs from IEDB/IMGT. Regression. Given a peptide amino acid sequence and an MHC pseudo amino acid sequence, predict their binding affinity value. This is MHC class I binding data. (1) The peptide sequence is IIMEEGNSI. The MHC is HLA-A11:01 with pseudo-sequence HLA-A11:01. The binding affinity (normalized) is 0.0847. (2) The peptide sequence is EISTNIRQ. The MHC is HLA-A02:06 with pseudo-sequence HLA-A02:06. The binding affinity (normalized) is 0. (3) The peptide sequence is PDLKTVHNIL. The MHC is HLA-A23:01 with pseudo-sequence HLA-A23:01. The binding affinity (normalized) is 0.227. (4) The MHC is HLA-A01:01 with pseudo-sequence HLA-A01:01. The peptide sequence is TKDETREQL. The binding affinity (normalized) is 0.0847. (5) The peptide sequence is SINITPDDGL. The MHC is HLA-A02:03 with pseudo-sequence HLA-A02:03. The binding affinity (normalized) is 0.342. (6) The peptide sequence is YTENTSSYY. The MHC is HLA-A26:01 with pseudo-sequence HLA-A26:01. The binding affinity (normalized) is 0.820.